Dataset: Full USPTO retrosynthesis dataset with 1.9M reactions from patents (1976-2016). Task: Predict the reactants needed to synthesize the given product. The reactants are: [NH2:1][C:2]1[C:7]([C:8]([C:10]2[CH:15]=[CH:14][CH:13]=[CH:12][C:11]=2[F:16])=[O:9])=[CH:6][CH:5]=[C:4]([NH:17][CH:18]2[CH2:23][CH2:22][NH:21][CH2:20][CH2:19]2)[N:3]=1.[C:24](Cl)(=[O:27])[CH2:25][CH3:26]. Given the product [NH2:1][C:2]1[N:3]=[C:4]([NH:17][CH:18]2[CH2:19][CH2:20][N:21]([C:24](=[O:27])[CH2:25][CH3:26])[CH2:22][CH2:23]2)[CH:5]=[CH:6][C:7]=1[C:8](=[O:9])[C:10]1[CH:15]=[CH:14][CH:13]=[CH:12][C:11]=1[F:16], predict the reactants needed to synthesize it.